Dataset: Peptide-MHC class I binding affinity with 185,985 pairs from IEDB/IMGT. Task: Regression. Given a peptide amino acid sequence and an MHC pseudo amino acid sequence, predict their binding affinity value. This is MHC class I binding data. The peptide sequence is ASGVYMGNL. The MHC is H-2-Kb with pseudo-sequence H-2-Kb. The binding affinity (normalized) is 0.288.